Predict which catalyst facilitates the given reaction. From a dataset of Catalyst prediction with 721,799 reactions and 888 catalyst types from USPTO. (1) Reactant: C([O-])([O-])=O.[K+].[K+].Cl.[NH2:8][C@:9]([C:13]([OH:15])=[O:14])([CH3:12])[CH2:10][CH3:11].[Cl:16][C:17]1[N:22]=[C:21](Cl)[CH:20]=[CH:19][N:18]=1.Cl. Product: [Cl:16][C:17]1[N:22]=[C:21]([NH:8][C@:9]([CH3:12])([CH2:10][CH3:11])[C:13]([OH:15])=[O:14])[CH:20]=[CH:19][N:18]=1. The catalyst class is: 657. (2) Reactant: C[O:2][C:3]([C:5]1[CH:6]=[C:7]2[C:12](=[CH:13][CH:14]=1)[N:11]=[CH:10][CH:9]=[N:8]2)=[O:4].[OH-].[Na+].Cl. Product: [N:11]1[C:12]2[C:7](=[CH:6][C:5]([C:3]([OH:4])=[O:2])=[CH:14][CH:13]=2)[N:8]=[CH:9][CH:10]=1. The catalyst class is: 8. (3) Reactant: [CH2:1]([OH:4])[CH2:2][OH:3].N1C=CN=C1.[CH3:10][C:11]([Si:14](Cl)([C:21]1[CH:26]=[CH:25][CH:24]=[CH:23][CH:22]=1)[C:15]1[CH:20]=[CH:19][CH:18]=[CH:17][CH:16]=1)([CH3:13])[CH3:12]. Product: [Si:14]([O:3][CH2:2][CH2:1][OH:4])([C:11]([CH3:13])([CH3:12])[CH3:10])([C:21]1[CH:22]=[CH:23][CH:24]=[CH:25][CH:26]=1)[C:15]1[CH:20]=[CH:19][CH:18]=[CH:17][CH:16]=1. The catalyst class is: 7. (4) Reactant: [CH2:1]([Sn:5][CH2:6][CH2:7][CH2:8][CH3:9])[CH2:2][CH2:3][CH3:4].[C:10](=O)=[O:11].[CH3:13][C:14](C)=[O:15]. Product: [OH:11][CH2:10][C@@H:9]1[CH2:8][CH2:7][CH2:6][CH2:13][C@H:14]1[OH:15].[CH2:1]([Sn:5][CH2:6][CH2:7][CH2:8][CH3:9])[CH2:2][CH2:3][CH3:4]. The catalyst class is: 11. (5) Reactant: Br[C:2]1[CH:7]=[CH:6][C:5]([N+:8]([O-:10])=[O:9])=[CH:4][C:3]=1[O:11][CH3:12].[NH:13]1[CH2:18][CH2:17][CH2:16][CH2:15][CH2:14]1. Product: [CH3:12][O:11][C:3]1[CH:4]=[C:5]([N+:8]([O-:10])=[O:9])[CH:6]=[CH:7][C:2]=1[N:13]1[CH2:18][CH2:17][CH2:16][CH2:15][CH2:14]1. The catalyst class is: 6. (6) Reactant: [Cl:1][C:2]1[CH:7]=[CH:6][CH:5]=[C:4]([O:8][CH2:9][C:10]2[CH:15]=[CH:14][CH:13]=[CH:12][CH:11]=2)[C:3]=1[CH2:16]O.P(Br)(Br)[Br:19].C(=O)([O-])O.[Na+]. Product: [Br:19][CH2:16][C:3]1[C:4]([O:8][CH2:9][C:10]2[CH:15]=[CH:14][CH:13]=[CH:12][CH:11]=2)=[CH:5][CH:6]=[CH:7][C:2]=1[Cl:1]. The catalyst class is: 2. (7) Product: [Cl:29][C:27]1[CH:26]=[CH:25][C:4]([O:5][CH2:6][C:7]([N:9]2[CH2:14][C@H:13]([CH3:15])[N:12]([CH2:16][C:17]3[CH:22]=[CH:21][C:20]([F:23])=[CH:19][CH:18]=3)[CH2:11][C@H:10]2[CH3:24])=[O:8])=[C:3]([CH:28]=1)[CH2:2][NH:1][S:52]([CH:50]([CH3:51])[C:49]([OH:56])=[O:48])(=[O:54])=[O:53]. The catalyst class is: 54. Reactant: [NH2:1][CH2:2][C:3]1[CH:28]=[C:27]([Cl:29])[CH:26]=[CH:25][C:4]=1[O:5][CH2:6][C:7]([N:9]1[CH2:14][C@H:13]([CH3:15])[N:12]([CH2:16][C:17]2[CH:22]=[CH:21][C:20]([F:23])=[CH:19][CH:18]=2)[CH2:11][C@H:10]1[CH3:24])=[O:8].C(N(CC)CC)C.CN(C1C=CC=CN=1)C.C([O:48][C:49](=[O:56])[CH:50]([S:52](Cl)(=[O:54])=[O:53])[CH3:51])C. (8) Reactant: [F:1][C:2]1[CH:7]=[CH:6][CH:5]=[CH:4][C:3]=1[C:8]1[CH:13]=[CH:12][CH:11]=[CH:10][C:9]=1[CH2:14][C:15]([O:17]CC)=[O:16].O.[OH-].[Li+]. Product: [F:1][C:2]1[CH:7]=[CH:6][CH:5]=[CH:4][C:3]=1[C:8]1[CH:13]=[CH:12][CH:11]=[CH:10][C:9]=1[CH2:14][C:15]([OH:17])=[O:16]. The catalyst class is: 278. (9) Reactant: [F:1][C:2]([F:28])([F:27])[C:3]([OH:26])([CH2:17][C:18]1[CH:23]=[CH:22][CH:21]=[CH:20][C:19]=1[O:24]C)[CH:4]=[N:5][C:6]1[CH:15]=[CH:14][CH:13]=[C:12]2[C:7]=1[CH:8]=[CH:9][C:10](=[O:16])[NH:11]2.B(Br)(Br)Br.C(=O)(O)[O-].[Na+].C(OCC)(=O)C. Product: [OH:26][C:3]1([C:2]([F:28])([F:27])[F:1])[CH2:17][C:18]2[C:19](=[CH:20][CH:21]=[CH:22][CH:23]=2)[O:24][CH:4]1[NH:5][C:6]1[CH:15]=[CH:14][CH:13]=[C:12]2[C:7]=1[CH:8]=[CH:9][C:10](=[O:16])[NH:11]2. The catalyst class is: 4. (10) Reactant: [CH3:1][N:2]([CH2:4][SiH2:5][NH:6][SiH3])[CH3:3].Cl[Si](C)(Cl)[N:10]([CH3:12])[CH3:11].ClC([SiH3])Cl.[CH3:19][NH:20][CH3:21]. Product: [CH3:1][N:2]([C:4]([SiH2:5][NH2:6])([N:20]([CH3:21])[CH3:19])[N:10]([CH3:12])[CH3:11])[CH3:3]. The catalyst class is: 188.